Binary Classification. Given a drug SMILES string, predict its activity (active/inactive) in a high-throughput screening assay against a specified biological target. From a dataset of Tyrosyl-DNA phosphodiesterase HTS with 341,365 compounds. (1) The molecule is S(CC(=O)N1CCOCC1)c1n(Cc2ccccc2)c(nn1)c1ncccc1. The result is 0 (inactive). (2) The molecule is O=C(N1CCN(CC1)C)Cc1[nH]c2c(n1)cccc2. The result is 0 (inactive). (3) The molecule is Oc1c(NC(=O)c2cc([N+]([O-])=O)c(cc2)C)cc(c(c1)C)C. The result is 0 (inactive). (4) The drug is o1c(c2n(c(=O)c3c(n(nc3)c3ccccc3)n2)c2ccccc2)ccc1. The result is 0 (inactive). (5) The result is 0 (inactive). The molecule is O(C(=O)c1c(n(nc1C)c1ccccc1)n1cccc1)C. (6) The drug is Clc1ccc(S(=O)(=O)N(c2c(c(S(=O)(=O)N3CCN(CC3)C)ccc2C)C)C)cc1. The result is 0 (inactive). (7) The drug is o1c(COc2ccc(OC)cc2)cc(c1C)C(O)=O. The result is 1 (active). (8) The drug is O(CCN(C(C)(C)C)C)C(=O)c1cc2OCOc2cc1. The result is 0 (inactive).